Task: Predict the product of the given reaction.. Dataset: Forward reaction prediction with 1.9M reactions from USPTO patents (1976-2016) Given the reactants Cl[CH2:2][CH2:3][CH2:4][N:5]1[C:13]2[C:8](=[CH:9][CH:10]=[C:11]([C:14]([O:16][CH3:17])=O)[CH:12]=2)[C:7]([CH:18]2[CH2:23][CH2:22][CH2:21][CH2:20][CH2:19]2)=[C:6]1[C:24]1[NH:25][CH:26]=[CH:27][CH:28]=1.[H-].[Na+].[OH2:31], predict the reaction product. The product is: [CH:18]1([C:7]2[C:8]3[CH:9]=[CH:10][C:11]([C:14]([O:16][CH3:17])=[O:31])=[CH:12][C:13]=3[N:5]3[CH2:4][CH2:3][CH2:2][N:25]4[CH:26]=[CH:27][CH:28]=[C:24]4[C:6]=23)[CH2:23][CH2:22][CH2:21][CH2:20][CH2:19]1.